This data is from Cav3 T-type calcium channel HTS with 100,875 compounds. The task is: Binary Classification. Given a drug SMILES string, predict its activity (active/inactive) in a high-throughput screening assay against a specified biological target. The molecule is Clc1c=2n([nH]c1C(=O)NCCN1CCOCC1)C(CC(N2)c1ccccc1)C(F)(F)F. The result is 0 (inactive).